This data is from Full USPTO retrosynthesis dataset with 1.9M reactions from patents (1976-2016). The task is: Predict the reactants needed to synthesize the given product. (1) Given the product [Br:17][C:18]1[CH:19]=[C:20]([C:24]([C:26]2[CH:27]=[CH:28][C:29]([O:32][CH2:8][CH2:9][O:10][CH:11]3[CH2:16][CH2:15][CH2:14][CH2:13][O:12]3)=[CH:30][CH:31]=2)=[CH2:25])[CH:21]=[CH:22][CH:23]=1, predict the reactants needed to synthesize it. The reactants are: C(=O)([O-])[O-].[Cs+].[Cs+].Br[CH2:8][CH2:9][O:10][CH:11]1[CH2:16][CH2:15][CH2:14][CH2:13][O:12]1.[Br:17][C:18]1[CH:19]=[C:20]([C:24]([C:26]2[CH:31]=[CH:30][C:29]([OH:32])=[CH:28][CH:27]=2)=[CH2:25])[CH:21]=[CH:22][CH:23]=1.ClCCl. (2) Given the product [OH:3][CH:1]([C:4]1[CH:5]=[C:6]([C:21]([OH:23])=[O:22])[CH:7]=[C:8]2[C:13]=1[O:12][C:11]([N:14]1[CH2:19][CH2:18][O:17][CH2:16][CH2:15]1)=[CH:10][C:9]2=[O:20])[CH3:2], predict the reactants needed to synthesize it. The reactants are: [C:1]([C:4]1[CH:5]=[C:6]([C:21]([O:23]C)=[O:22])[CH:7]=[C:8]2[C:13]=1[O:12][C:11]([N:14]1[CH2:19][CH2:18][O:17][CH2:16][CH2:15]1)=[CH:10][C:9]2=[O:20])(=[O:3])[CH3:2].[BH4-].[Na+].[OH-].[Na+].Cl. (3) Given the product [OH:1][C:2]([C:19]1[CH:20]=[CH:21][CH:22]=[CH:23][CH:24]=1)([CH2:15][C:16]([CH3:18])=[CH2:17])[CH2:3][CH2:4][N:5]([C:10]([C:12]1[N:27]=[N:26][N:25]([C:28]2[CH:33]=[CH:32][CH:31]=[CH:30][CH:29]=2)[CH:13]=1)([CH3:14])[CH3:11])[C:6](=[O:9])[O:7][CH3:8], predict the reactants needed to synthesize it. The reactants are: [OH:1][C:2]([C:19]1[CH:24]=[CH:23][CH:22]=[CH:21][CH:20]=1)([CH2:15][C:16]([CH3:18])=[CH2:17])[CH2:3][CH2:4][N:5]([C:10]([CH3:14])([C:12]#[CH:13])[CH3:11])[C:6](=[O:9])[O:7][CH3:8].[N:25]([C:28]1[CH:33]=[CH:32][CH:31]=[CH:30][CH:29]=1)=[N+:26]=[N-:27].O=C1O[C@H]([C@H](CO)O)C(O)=C1O.